Task: Predict the reaction yield, written as a fraction of the theoretical maximum amount of product (1.0 means a 100% yield; for example, 0.34 means a 34% yield).. Dataset: Reaction yield outcomes from USPTO patents with 853,638 reactions (1) The reactants are [F:1][C:2]1[C:10]([NH:11][S:12]([CH2:15][CH2:16][CH3:17])(=[O:14])=[O:13])=[CH:9][CH:8]=[C:7]([F:18])[C:3]=1C(O)=O.C([N:21](CC)CC)C.O. The catalyst is C1COCC1.CCOC(C)=O. The product is [NH2:21][C:3]1[C:2]([F:1])=[C:10]([NH:11][S:12]([CH2:15][CH2:16][CH3:17])(=[O:14])=[O:13])[CH:9]=[CH:8][C:7]=1[F:18]. The yield is 0.550. (2) The reactants are B1([C:10]2[C:14]([C:15]3[CH:20]=[CH:19][CH:18]=[CH:17][CH:16]=3)=[N:13][O:12][C:11]=2[CH3:21])OC(C)(C)C(C)(C)O1.Br[C:23]1[CH:30]=[CH:29][C:26]([C:27]#[N:28])=[C:25]([O:31][CH3:32])[CH:24]=1.C1(P(C2CCCCC2)C2C=CC=CC=2C2C=CC=CC=2N(C)C)CCCCC1.P([O-])([O-])([O-])=O.[K+].[K+].[K+]. The catalyst is C1(C)C=CC=CC=1.C([O-])(=O)C.[Pd+2].C([O-])(=O)C.C(OCC)(=O)C.O. The product is [CH3:32][O:31][C:25]1[CH:24]=[C:23]([C:10]2[C:14]([C:15]3[CH:16]=[CH:17][CH:18]=[CH:19][CH:20]=3)=[N:13][O:12][C:11]=2[CH3:21])[CH:30]=[CH:29][C:26]=1[C:27]#[N:28]. The yield is 0.460. (3) The reactants are Cl.Cl[CH2:3][CH2:4][NH:5][CH2:6][CH2:7]Cl.[C:9](=O)([O-])[O-].[Na+].[Na+].[Br:15][C:16]1[CH:17]=[N:18][C:19]2[C:24]([CH:25]=1)=[CH:23][CH:22]=[CH:21][C:20]=2[NH2:26]. The catalyst is C(O)CCC.ClCCl. The product is [Br:15][C:16]1[CH:17]=[N:18][C:19]2[C:24]([CH:25]=1)=[CH:23][CH:22]=[CH:21][C:20]=2[N:26]1[CH2:7][CH2:6][N:5]([CH3:9])[CH2:4][CH2:3]1. The yield is 0.490. (4) The reactants are [Br:1][C:2]1[CH:11]=[CH:10][C:5]([C:6]([NH:8][NH2:9])=[O:7])=[CH:4][CH:3]=1.[CH2:12]([OH:14])[CH3:13]. No catalyst specified. The product is [Br:1][C:2]1[CH:11]=[CH:10][C:5]([C:6]([NH:8][N:9]2[C:12](=[O:14])[CH:13]3[CH:5]([CH2:4][CH2:3][CH2:2][CH2:11]3)[C:6]2=[O:7])=[O:7])=[CH:4][CH:3]=1. The yield is 0.520. (5) The reactants are Cl.[F:2][C:3]1[CH:22]=[C:21]([CH3:23])[C:20]([O:24]C(OC)=O)=[CH:19][C:4]=1[NH:5][C:6]1[C:15]2[C:10](=[CH:11][C:12]([OH:18])=[C:13]([O:16][CH3:17])[CH:14]=2)[N:9]=[CH:8][N:7]=1.[Cl:29][CH2:30][CH2:31][CH2:32][C:33]1[CH:38]=[CH:37][N:36]=[C:35](Cl)[CH:34]=1.C(=O)([O-])[O-].[K+].[K+].[I-].[K+]. The catalyst is CN(C=O)C. The product is [ClH:29].[F:2][C:3]1[CH:22]=[C:21]([CH3:23])[C:20]([OH:24])=[CH:19][C:4]=1[NH:5][C:6]1[C:15]2[C:10](=[CH:11][C:12]([O:18][CH2:30][CH2:31][CH2:32][C:33]3[CH:38]=[CH:37][N:36]=[CH:35][CH:34]=3)=[C:13]([O:16][CH3:17])[CH:14]=2)[N:9]=[CH:8][N:7]=1. The yield is 0.480. (6) The reactants are Br[C:2]1[CH:7]=[CH:6][C:5]([C@H:8]2[CH2:11][C@H:10]([OH:12])[CH2:9]2)=[CH:4][CH:3]=1.[B:13]1([B:13]2[O:17][C:16]([CH3:19])([CH3:18])[C:15]([CH3:21])([CH3:20])[O:14]2)[O:17][C:16]([CH3:19])([CH3:18])[C:15]([CH3:21])([CH3:20])[O:14]1.C([O-])(=O)C.[K+]. The catalyst is O1CCOCC1.C(OCC)(=O)C.Cl[Pd]Cl.C1(P(C2C=CC=CC=2)[C-]2C=CC=C2)C=CC=CC=1.[C-]1(P(C2C=CC=CC=2)C2C=CC=CC=2)C=CC=C1.[Fe+2]. The product is [CH3:20][C:15]1([CH3:21])[C:16]([CH3:19])([CH3:18])[O:17][B:13]([C:2]2[CH:7]=[CH:6][C:5]([C@H:8]3[CH2:11][C@H:10]([OH:12])[CH2:9]3)=[CH:4][CH:3]=2)[O:14]1. The yield is 0.840. (7) The reactants are C(O[C:4]([C:6]12[CH2:13][CH2:12][C:9]([C:14]([OH:16])=[O:15])([CH2:10][CH2:11]1)[CH2:8][CH2:7]2)=O)C.Cl.[NH2:18][C:19]1[C:20](=[O:33])[N:21]([CH2:30][CH2:31][CH3:32])[C:22](=[O:29])[N:23]([CH2:26][CH2:27][CH3:28])[C:24]=1[NH2:25].CCN(CC)CC.CN(C(ON1N=NC2C=CC=NC1=2)=[N+](C)C)C.F[P-](F)(F)(F)(F)F.[OH-].[K+]. The catalyst is O.CC(O)C.C(#N)C. The product is [O:29]=[C:22]1[N:23]([CH2:26][CH2:27][CH3:28])[C:24]2[N:25]=[C:4]([C:6]34[CH2:7][CH2:8][C:9]([C:14]([OH:16])=[O:15])([CH2:10][CH2:11]3)[CH2:12][CH2:13]4)[NH:18][C:19]=2[C:20](=[O:33])[N:21]1[CH2:30][CH2:31][CH3:32]. The yield is 0.870. (8) The reactants are Br[C:2]1[C:7](=[O:8])[N:6]([CH2:9][C:10]2[CH:15]=[CH:14][C:13]([C:16]3[C:17]([C:22]#[N:23])=[CH:18][CH:19]=[CH:20][CH:21]=3)=[CH:12][CH:11]=2)[C:5]([CH2:24][CH2:25][CH3:26])=[N:4][C:3]=1[CH2:27][CH3:28].[CH2:29]([Sn](CCCC)(CCCC)C=C)[CH2:30]CC.[Cl-].[Li+]. The catalyst is CN(C)C=O.C(OCC)(=O)C.[F-].[K+].Cl[Pd](Cl)([P](C1C=CC=CC=1)(C1C=CC=CC=1)C1C=CC=CC=1)[P](C1C=CC=CC=1)(C1C=CC=CC=1)C1C=CC=CC=1. The product is [CH2:27]([C:3]1[N:4]=[C:5]([CH2:24][CH2:25][CH3:26])[N:6]([CH2:9][C:10]2[CH:15]=[CH:14][C:13]([C:16]3[C:17]([C:22]#[N:23])=[CH:18][CH:19]=[CH:20][CH:21]=3)=[CH:12][CH:11]=2)[C:7](=[O:8])[C:2]=1[CH:29]=[CH2:30])[CH3:28]. The yield is 0.680. (9) The reactants are [Cl:1][C:2]1[CH:3]=[C:4]([CH:8]2[O:12][C:11](=[O:13])[NH:10][CH:9]2[CH2:14][C:15]2[CH:20]=[CH:19][C:18]([CH2:21][C:22]([F:28])([F:27])[C:23]([F:26])([F:25])[F:24])=[CH:17][CH:16]=2)[CH:5]=[CH:6][CH:7]=1.[C:29](O[C:29]([O:31][C:32]([CH3:35])([CH3:34])[CH3:33])=[O:30])([O:31][C:32]([CH3:35])([CH3:34])[CH3:33])=[O:30]. The catalyst is C(#N)C.CN(C)C1C=CN=CC=1. The product is [Cl:1][C:2]1[CH:3]=[C:4]([CH:8]2[O:12][C:11](=[O:13])[N:10]([C:29]([O:31][C:32]([CH3:35])([CH3:34])[CH3:33])=[O:30])[CH:9]2[CH2:14][C:15]2[CH:20]=[CH:19][C:18]([CH2:21][C:22]([F:28])([F:27])[C:23]([F:25])([F:26])[F:24])=[CH:17][CH:16]=2)[CH:5]=[CH:6][CH:7]=1. The yield is 0.920.